Predict the product of the given reaction. From a dataset of Forward reaction prediction with 1.9M reactions from USPTO patents (1976-2016). (1) Given the reactants [F:1][C:2]([F:18])([F:17])[C:3]1[CH:4]=[CH:5][C:6]([C:9]2[CH:14]=[CH:13][C:12]([CH2:15]O)=[CH:11][CH:10]=2)=[N:7][CH:8]=1.P(Br)(Br)[Br:20].C([O-])(O)=O.[Na+], predict the reaction product. The product is: [Br:20][CH2:15][C:12]1[CH:13]=[CH:14][C:9]([C:6]2[CH:5]=[CH:4][C:3]([C:2]([F:18])([F:17])[F:1])=[CH:8][N:7]=2)=[CH:10][CH:11]=1. (2) Given the reactants [Cl:1][C:2]1[CH:7]=[C:6]([NH:8][C:9]2[C:14]([C:15]3[N:23]=[C:22]([CH3:24])[N:21]=[C:20]4[C:16]=3[N:17]=[CH:18][N:19]4C3CCCCO3)=[CH:13][CH:12]=[CH:11][N:10]=2)[CH:5]=[CH:4][C:3]=1[NH:31][C:32](=[O:34])[CH3:33].FC(F)(F)C(O)=O.CO, predict the reaction product. The product is: [Cl:1][C:2]1[CH:7]=[C:6]([NH:8][C:9]2[C:14]([C:15]3[N:23]=[C:22]([CH3:24])[N:21]=[C:20]4[C:16]=3[N:17]=[CH:18][NH:19]4)=[CH:13][CH:12]=[CH:11][N:10]=2)[CH:5]=[CH:4][C:3]=1[NH:31][C:32](=[O:34])[CH3:33]. (3) Given the reactants Cl.[CH3:2][N:3]1[CH2:8][CH2:7][N:6]([CH2:9][C:10]2[CH:11]=[CH:12][C:13]([NH2:16])=[N:14][CH:15]=2)[CH2:5][CH2:4]1.CN(C(ON1N=NC2C=CC=CC1=2)=[N+](C)C)C.[B-](F)(F)(F)F.CN1CCN(C2C=CC(N[C:53]([C:55]3[C:56]4[N:57]=[CH:58][CH:59]=[N:60][C:61]=4[C:62]([C:65]4[C:74]5[C:69](=[CH:70][CH:71]=[CH:72][CH:73]=5)[CH:68]=[CH:67][CH:66]=4)=[CH:63][CH:64]=3)=[O:54])=CC=2)CC1, predict the reaction product. The product is: [CH3:2][N:3]1[CH2:8][CH2:7][N:6]([CH2:9][C:10]2[CH:11]=[CH:12][C:13]([NH:16][C:53]([C:55]3[C:56]4[N:57]=[CH:58][CH:59]=[N:60][C:61]=4[C:62]([C:65]4[C:74]5[C:69](=[CH:70][CH:71]=[CH:72][CH:73]=5)[CH:68]=[CH:67][CH:66]=4)=[CH:63][CH:64]=3)=[O:54])=[N:14][CH:15]=2)[CH2:5][CH2:4]1.